This data is from Full USPTO retrosynthesis dataset with 1.9M reactions from patents (1976-2016). The task is: Predict the reactants needed to synthesize the given product. (1) Given the product [CH:1]([C:4]1[CH:5]=[CH:6][C:7]([C:10]2[N:14]([CH2:15][CH2:16][O:17][CH3:18])[C:13]3[C:19]([O:31][CH3:32])=[CH:20][C:21]([CH:23]([O:24][C:33](=[O:35])[CH3:34])[C:25]4[CH:26]=[CH:27][CH:28]=[CH:29][CH:30]=4)=[CH:22][C:12]=3[N:11]=2)=[CH:8][CH:9]=1)([CH3:3])[CH3:2], predict the reactants needed to synthesize it. The reactants are: [CH:1]([C:4]1[CH:9]=[CH:8][C:7]([C:10]2[N:14]([CH2:15][CH2:16][O:17][CH3:18])[C:13]3[C:19]([O:31][CH3:32])=[CH:20][C:21]([CH:23]([C:25]4[CH:30]=[CH:29][CH:28]=[CH:27][CH:26]=4)[OH:24])=[CH:22][C:12]=3[N:11]=2)=[CH:6][CH:5]=1)([CH3:3])[CH3:2].[C:33](Cl)(=[O:35])[CH3:34].C(N(CC)CC)C. (2) Given the product [F:29][C:26]1[CH:27]=[CH:28][C:23]([C:21]2[O:22][C:18]3[CH:17]=[C:16]([N:35]([CH3:40])[S:36]([CH3:39])(=[O:38])=[O:37])[C:15]([C:11]4[CH:12]=[CH:13][CH:14]=[C:9]([C:7]5[O:8][C:4]6[CH:3]=[C:2]([NH:1][S:50]([CH3:49])(=[O:52])=[O:51])[CH:42]=[CH:41][C:5]=6[N:6]=5)[CH:10]=4)=[CH:34][C:19]=3[C:20]=2[C:30]([NH:32][CH3:33])=[O:31])=[CH:24][CH:25]=1, predict the reactants needed to synthesize it. The reactants are: [NH2:1][C:2]1[CH:42]=[CH:41][C:5]2[N:6]=[C:7]([C:9]3[CH:10]=[C:11]([C:15]4[C:16]([N:35]([CH3:40])[S:36]([CH3:39])(=[O:38])=[O:37])=[CH:17][C:18]5[O:22][C:21]([C:23]6[CH:28]=[CH:27][C:26]([F:29])=[CH:25][CH:24]=6)=[C:20]([C:30]([NH:32][CH3:33])=[O:31])[C:19]=5[CH:34]=4)[CH:12]=[CH:13][CH:14]=3)[O:8][C:4]=2[CH:3]=1.N1C=CC=CC=1.[CH3:49][S:50](Cl)(=[O:52])=[O:51]. (3) Given the product [O:1]1[C:5]2[CH:6]=[CH:7][C:8]([CH2:10][NH:11][C:12]([C:14]3[S:15][C:16]([CH3:20])=[C:17]([NH:19][C:29]([NH:28][CH2:21][C:22]4[CH:27]=[CH:26][CH:25]=[CH:24][CH:23]=4)=[O:30])[CH:18]=3)=[O:13])=[CH:9][C:4]=2[O:3][CH2:2]1, predict the reactants needed to synthesize it. The reactants are: [O:1]1[C:5]2[CH:6]=[CH:7][C:8]([CH2:10][NH:11][C:12]([C:14]3[S:15][C:16]([CH3:20])=[C:17]([NH2:19])[CH:18]=3)=[O:13])=[CH:9][C:4]=2[O:3][CH2:2]1.[CH2:21]([N:28]=[C:29]=[O:30])[C:22]1[CH:27]=[CH:26][CH:25]=[CH:24][CH:23]=1. (4) Given the product [CH3:1][N:2]([C:16]1[S:17][CH:18]=[CH:19][N:20]=1)[S:3]([C:6]1[CH:7]=[CH:8][C:9]([C:10]([OH:12])=[O:11])=[CH:14][CH:15]=1)(=[O:4])=[O:5], predict the reactants needed to synthesize it. The reactants are: [CH3:1][N:2]([C:16]1[S:17][CH:18]=[CH:19][N:20]=1)[S:3]([C:6]1[CH:15]=[CH:14][C:9]([C:10]([O:12]C)=[O:11])=[CH:8][CH:7]=1)(=[O:5])=[O:4].O1CCOCC1.[OH-].[Na+].Cl. (5) The reactants are: Cl[C:2]1[C:7]([NH2:8])=[C:6]([Cl:9])[N:5]=[C:4]([CH3:10])[N:3]=1.C(N(CC)CC)C.[NH2:18][C@H:19]([CH3:22])[CH2:20][OH:21]. Given the product [NH2:8][C:7]1[C:2]([NH:18][C@H:19]([CH3:22])[CH2:20][OH:21])=[N:3][C:4]([CH3:10])=[N:5][C:6]=1[Cl:9], predict the reactants needed to synthesize it.